This data is from Forward reaction prediction with 1.9M reactions from USPTO patents (1976-2016). The task is: Predict the product of the given reaction. Given the reactants C[O:2][C:3]([C:5]1[NH:6][N:7]=[C:8]([O:10][CH2:11][C:12]2[C:13]([C:18]3[CH:23]=[CH:22][CH:21]=[CH:20][CH:19]=3)=[N:14][O:15][C:16]=2[CH3:17])[CH:9]=1)=O.[NH3:24], predict the reaction product. The product is: [CH3:17][C:16]1[O:15][N:14]=[C:13]([C:18]2[CH:23]=[CH:22][CH:21]=[CH:20][CH:19]=2)[C:12]=1[CH2:11][O:10][C:8]1[CH:9]=[C:5]([C:3]([NH2:24])=[O:2])[NH:6][N:7]=1.